Predict the reactants needed to synthesize the given product. From a dataset of Retrosynthesis with 50K atom-mapped reactions and 10 reaction types from USPTO. (1) Given the product C=CCN1CCc2ccccc2C1, predict the reactants needed to synthesize it. The reactants are: C=CCBr.c1ccc2c(c1)CCNC2. (2) Given the product CNC(=O)COc1cc(C#N)ccc1CNC(=O)c1cc(C)nn1C, predict the reactants needed to synthesize it. The reactants are: CNC(=O)COc1cc(C#N)ccc1CN.Cc1cc(C(=O)O)n(C)n1. (3) Given the product N[C@H]1CC[C@H](Nc2ccc([N+](=O)[O-])cn2)CC1, predict the reactants needed to synthesize it. The reactants are: N[C@H]1CC[C@H](N)CC1.O=[N+]([O-])c1ccc(Cl)nc1. (4) Given the product C=CCNC(=O)C1CCc2cc(C3CCCCC3)ccc2O1, predict the reactants needed to synthesize it. The reactants are: C=CCN.O=C(O)C1CCc2cc(C3CCCCC3)ccc2O1. (5) Given the product COc1ccc(-c2cc(N)c([N+](=O)[O-])c(C#N)n2)cc1C(F)(F)F, predict the reactants needed to synthesize it. The reactants are: COc1ccc(B(O)O)cc1C(F)(F)F.N#Cc1nc(Cl)cc(N)c1[N+](=O)[O-]. (6) Given the product C#CC1(Oc2ccccc2[N+](=O)[O-])CCN(C)CC1, predict the reactants needed to synthesize it. The reactants are: C#CC1(O)CCN(C)CC1.O=[N+]([O-])c1ccccc1F. (7) Given the product O=C(O)C(Cc1ccc(OCc2ccccc2)cc1)SC1=NS(=O)(=O)c2ccccc21, predict the reactants needed to synthesize it. The reactants are: COC(=O)C(Cc1ccc(OCc2ccccc2)cc1)SC1=NS(=O)(=O)c2ccccc21.